Dataset: Catalyst prediction with 721,799 reactions and 888 catalyst types from USPTO. Task: Predict which catalyst facilitates the given reaction. (1) Reactant: [Cl:1][C:2]1([Cl:9])[CH2:4][C:3]1([CH3:8])[C:5](O)=[O:6].S(Cl)([Cl:12])=O.[OH-].[Na+]. Product: [Cl:1][C:2]1([Cl:9])[CH2:4][C:3]1([CH3:8])[C:5]([Cl:12])=[O:6]. The catalyst class is: 204. (2) Reactant: [Cl:1][C:2]1[CH:7]=[C:6]([CH:8]2[CH2:10][CH2:9]2)[CH:5]=[C:4]([CH3:11])[C:3]=1[NH2:12].C(=O)(O)[O-].[Na+].[C:18](Cl)(Cl)=[S:19]. Product: [Cl:1][C:2]1[CH:7]=[C:6]([CH:8]2[CH2:9][CH2:10]2)[CH:5]=[C:4]([CH3:11])[C:3]=1[N:12]=[C:18]=[S:19]. The catalyst class is: 4. (3) Reactant: [F:1][C:2]1[CH:7]=[CH:6][C:5]([CH:8]([C:30]2[CH:35]=[CH:34][C:33]([F:36])=[CH:32][CH:31]=2)[NH:9][C:10]([C@@H:12]2[CH2:17][CH2:16][C@@H:15]([NH:18][C:19](=[O:22])[CH2:20]Cl)[CH2:14][C@H:13]2[C:23]2[CH:28]=[CH:27][C:26]([Br:29])=[CH:25][CH:24]=2)=[O:11])=[CH:4][CH:3]=1.[CH2:37]([NH:39][CH2:40][CH3:41])[CH3:38].[C:42]([OH:48])([C:44]([F:47])([F:46])[F:45])=[O:43]. Product: [F:45][C:44]([F:47])([F:46])[C:42]([O-:48])=[O:43].[F:1][C:2]1[CH:7]=[CH:6][C:5]([CH:8]([NH:9][C:10]([C@@H:12]2[CH2:17][CH2:16][C@@H:15]([NH:18][C:19](=[O:22])[CH2:20][NH+:39]([CH2:40][CH3:41])[CH2:37][CH3:38])[CH2:14][C@H:13]2[C:23]2[CH:28]=[CH:27][C:26]([Br:29])=[CH:25][CH:24]=2)=[O:11])[C:30]2[CH:35]=[CH:34][C:33]([F:36])=[CH:32][CH:31]=2)=[CH:4][CH:3]=1. The catalyst class is: 3. (4) Reactant: [NH2:1][C:2]1[C:7]([OH:8])=[CH:6][CH:5]=[CH:4][N:3]=1.[C:9]([CH:12]1[CH2:17][CH2:16][O:15][C:13]1=[O:14])(=O)[CH3:10].C1(C)C=CC(S(O)(=O)=O)=CC=1.O. Product: [OH:8][C:7]1[C:2]2=[N:1][C:9]([CH3:10])=[C:12]([CH2:17][CH2:16][OH:15])[C:13](=[O:14])[N:3]2[CH:4]=[CH:5][CH:6]=1. The catalyst class is: 113. (5) Reactant: [Br:1][C:2]1[CH:7]=[CH:6][C:5]([C:8]2[O:9][C:10]([CH2:16][OH:17])=[C:11]([CH:13]([CH3:15])[CH3:14])[N:12]=2)=[CH:4][CH:3]=1. Product: [Br:1][C:2]1[CH:3]=[CH:4][C:5]([C:8]2[O:9][C:10]([CH:16]=[O:17])=[C:11]([CH:13]([CH3:15])[CH3:14])[N:12]=2)=[CH:6][CH:7]=1. The catalyst class is: 2. (6) Reactant: [Br:1][CH:2]([CH2:6][CH2:7][CH2:8][Br:9])[C:3](Br)=[O:4].C(N(CC)CC)C.[C:17]([O:21][C:22]([N:24]1[CH2:29][CH2:28][CH:27]([NH2:30])[CH2:26][CH2:25]1)=[O:23])([CH3:20])([CH3:19])[CH3:18]. Product: [Br:1][CH:2]([CH2:6][CH2:7][CH2:8][Br:9])[C:3]([NH:30][CH:27]1[CH2:26][CH2:25][N:24]([C:22]([O:21][C:17]([CH3:20])([CH3:19])[CH3:18])=[O:23])[CH2:29][CH2:28]1)=[O:4]. The catalyst class is: 2. (7) Reactant: [CH3:1][O:2][C:3]1[C:8]2[CH2:9][CH2:10][CH2:11][CH2:12][N:13]([C:14](=[O:52])[CH2:15][N:16]3[C:22]4[CH:23]=[CH:24][CH:25]=[CH:26][C:21]=4[N:20]([C:27]4[CH:32]=[CH:31][CH:30]=[CH:29][CH:28]=4)[C:19](=[O:33])[CH:18]([CH2:34][C:35]4[C:43]5[C:38](=[CH:39][CH:40]=[CH:41][CH:42]=5)[N:37](C(OC(C)(C)C)=O)[N:36]=4)[C:17]3=[O:51])[C:7]=2[CH:6]=[CH:5][CH:4]=1.FC(F)(F)C(O)=O. Product: [NH:37]1[C:38]2[C:43](=[CH:42][CH:41]=[CH:40][CH:39]=2)[C:35]([CH2:34][CH:18]2[C:17](=[O:51])[N:16]([CH2:15][C:14]([N:13]3[C:7]4[CH:6]=[CH:5][CH:4]=[C:3]([O:2][CH3:1])[C:8]=4[CH2:9][CH2:10][CH2:11][CH2:12]3)=[O:52])[C:22]3[CH:23]=[CH:24][CH:25]=[CH:26][C:21]=3[N:20]([C:27]3[CH:32]=[CH:31][CH:30]=[CH:29][CH:28]=3)[C:19]2=[O:33])=[N:36]1. The catalyst class is: 2. (8) Reactant: [C:1]1(=[O:6])[CH2:5][CH2:4][CH2:3][CH2:2]1. Product: [CH2:3]([CH:2]1[CH2:3][CH2:4][CH2:5][C:1]1=[O:6])[CH2:2][CH2:1][CH2:5][CH3:4]. The catalyst class is: 45. (9) Reactant: Br[C:2]1([C:8]([OH:10])=[O:9])[CH:7]=[CH:6][CH:5]=[CH:4][NH:3]1.C([O-])([O-])=O.[Na+].[Na+].[F:17][C:18]1[CH:23]=[CH:22][C:21](B2OCC(C)(C)CO2)=[CH:20][CH:19]=1.CCO. Product: [F:17][C:18]1[CH:23]=[CH:22][C:21]([C:4]2[N:3]=[C:2]([C:8]([OH:10])=[O:9])[CH:7]=[CH:6][CH:5]=2)=[CH:20][CH:19]=1. The catalyst class is: 104.